From a dataset of Forward reaction prediction with 1.9M reactions from USPTO patents (1976-2016). Predict the product of the given reaction. Given the reactants [Cl:1][C:2]1[CH:7]=[CH:6][C:5](/[CH:8]=[CH:9]/[C:10]([N:12]2[CH2:17][CH2:16][CH:15]([C:18]([NH:20][NH:21][C:22](=[O:25])[CH2:23][CH3:24])=O)[CH2:14][CH2:13]2)=[O:11])=[C:4]([CH2:26][N:27]2[N:31]=[N:30][C:29]([CH3:32])=[N:28]2)[CH:3]=1.CCN(C(C)C)C(C)C.C1(P(C2C=CC=CC=2)C2C=CC=CC=2)C=CC=CC=1.ClC(Cl)(Cl)C(Cl)(Cl)Cl, predict the reaction product. The product is: [Cl:1][C:2]1[CH:7]=[CH:6][C:5](/[CH:8]=[CH:9]/[C:10]([N:12]2[CH2:17][CH2:16][CH:15]([C:18]3[O:25][C:22]([CH2:23][CH3:24])=[N:21][N:20]=3)[CH2:14][CH2:13]2)=[O:11])=[C:4]([CH2:26][N:27]2[N:31]=[N:30][C:29]([CH3:32])=[N:28]2)[CH:3]=1.